This data is from Catalyst prediction with 721,799 reactions and 888 catalyst types from USPTO. The task is: Predict which catalyst facilitates the given reaction. (1) Reactant: [Br:1][C:2]1[CH:3]=[C:4]([C:9]2(O)[CH2:14][CH2:13][CH:12]([N:15]([CH3:17])[CH3:16])[CH2:11][CH2:10]2)[CH:5]=[C:6]([F:8])[CH:7]=1.CC1C=CC(S(O)(=O)=O)=CC=1. Product: [Br:1][C:2]1[CH:3]=[C:4]([C:9]2[CH2:14][CH2:13][CH:12]([N:15]([CH3:17])[CH3:16])[CH2:11][CH:10]=2)[CH:5]=[C:6]([F:8])[CH:7]=1. The catalyst class is: 11. (2) Reactant: [C:1]([C:3]1[CH:8]=[CH:7][C:6]([NH:9][C:10]([CH:12]2[NH:16][CH:15]([CH2:17][C:18]([CH3:21])([CH3:20])[CH3:19])[C:14]3([C:29]4[C:24](=[CH:25][C:26]([Cl:30])=[CH:27][CH:28]=4)[NH:23][C:22]3=[O:31])[CH:13]2[C:32]2[CH:37]=[CH:36][CH:35]=[C:34]([Br:38])[C:33]=2[F:39])=[O:11])=[C:5]([O:40][CH3:41])[CH:4]=1)#[N:2].[OH:42]O.[OH-].[Na+]. Product: [C:1]([C:3]1[CH:8]=[CH:7][C:6]([NH:9][C:10]([CH:12]2[NH:16][CH:15]([CH2:17][C:18]([CH3:21])([CH3:20])[CH3:19])[C:14]3([C:29]4[C:24](=[CH:25][C:26]([Cl:30])=[CH:27][CH:28]=4)[NH:23][C:22]3=[O:31])[CH:13]2[C:32]2[CH:37]=[CH:36][CH:35]=[C:34]([Br:38])[C:33]=2[F:39])=[O:11])=[C:5]([O:40][CH3:41])[CH:4]=1)(=[O:42])[NH2:2]. The catalyst class is: 16.